From a dataset of Forward reaction prediction with 1.9M reactions from USPTO patents (1976-2016). Predict the product of the given reaction. (1) Given the reactants [C:1]([O:5][C:6]([N:8]1[CH2:13][CH2:12][N:11]([C:14]2[C:19]([Cl:20])=[CH:18][C:17]([N+:21]([O-])=O)=[CH:16][N:15]=2)[CH2:10][CH2:9]1)=[O:7])([CH3:4])([CH3:3])[CH3:2].[BH4-].[Na+], predict the reaction product. The product is: [C:1]([O:5][C:6]([N:8]1[CH2:9][CH2:10][N:11]([C:14]2[C:19]([Cl:20])=[CH:18][C:17]([NH2:21])=[CH:16][N:15]=2)[CH2:12][CH2:13]1)=[O:7])([CH3:4])([CH3:2])[CH3:3]. (2) The product is: [CH:1]1([CH2:6][N:7]2[C:11]3=[N:12][CH:13]=[C:14]([F:16])[CH:15]=[C:10]3[C:9]([C:19]#[N:20])=[N:8]2)[CH2:5][CH2:4][CH2:3][CH2:2]1. Given the reactants [CH:1]1([CH2:6][N:7]2[C:11]3=[N:12][CH:13]=[C:14]([F:16])[CH:15]=[C:10]3[C:9](I)=[N:8]2)[CH2:5][CH2:4][CH2:3][CH2:2]1.[Cu][C:19]#[N:20], predict the reaction product. (3) Given the reactants Cl[C:2]1[CH:7]=[N:6][CH:5]=[C:4]([Cl:8])[N:3]=1.[CH3:9][N:10]1[CH2:15][CH2:14][NH:13][CH2:12][CH2:11]1.C(N(CC)CC)C, predict the reaction product. The product is: [Cl:8][C:4]1[CH:5]=[N:6][CH:7]=[C:2]([N:13]2[CH2:14][CH2:15][N:10]([CH3:9])[CH2:11][CH2:12]2)[N:3]=1. (4) Given the reactants [Cl:1][C:2]1[CH:7]=[CH:6][C:5]([O:8][C:9]2[CH:14]=[CH:13][C:12]([CH2:15][CH2:16][O:17][C:18]3[NH:19][CH:20]=[C:21]([CH2:25][CH3:26])[C:22](=[O:24])[N:23]=3)=[CH:11][CH:10]=2)=[CH:4][C:3]=1[C:27]([F:30])([F:29])[F:28].[CH3:31][CH2:32]N(C(C)C)C(C)C.C(I)C, predict the reaction product. The product is: [Cl:1][C:2]1[CH:7]=[CH:6][C:5]([O:8][C:9]2[CH:10]=[CH:11][C:12]([CH2:15][CH2:16][O:17][C:18]3[N:19]([CH2:31][CH3:32])[CH:20]=[C:21]([CH2:25][CH3:26])[C:22](=[O:24])[N:23]=3)=[CH:13][CH:14]=2)=[CH:4][C:3]=1[C:27]([F:28])([F:30])[F:29]. (5) The product is: [O:16]1[C:17]2([CH2:22][CH2:21][CH:20]([C:10]#[N:11])[CH2:19][CH2:18]2)[O:24][CH2:14][CH2:15]1. Given the reactants C1(C)C=CC(S([CH2:10][N+:11]#[C-])(=O)=O)=CC=1.[CH2:14]1[O:24][C:17]2([CH2:22][CH2:21][C:20](=O)[CH2:19][CH2:18]2)[O:16][CH2:15]1.CC(C)([O-])C.[K+].O, predict the reaction product. (6) Given the reactants [OH:1][C@@H:2]1[CH2:25][CH2:24][C@@:23]2([CH3:26])[C@H:4]([C@@H:5]([CH2:29][CH3:30])[C:6](=[O:28])[C@@H:7]3[C@@H:22]2[CH2:21][CH2:20][C@@:19]2([CH3:27])[C@H:8]3[CH2:9][CH2:10][C@@H:11]2[C@H:12]([CH3:18])[CH2:13][CH2:14][C:15]([O-:17])=[O:16])[CH2:3]1.[C:31]1(C)C=CC(S(O)(=O)=O)=CC=1.[O:42]1[CH:47]=[CH:46][CH2:45][CH2:44][CH2:43]1.O, predict the reaction product. The product is: [O:42]1[CH2:43][CH2:44][CH2:45][CH2:46][CH:47]1[O:1][C@@H:2]1[CH2:25][CH2:24][C@@:23]2([CH3:26])[C@H:4]([C@@H:5]([CH2:29][CH3:30])[C:6](=[O:28])[C@@H:7]3[C@@H:22]2[CH2:21][CH2:20][C@@:19]2([CH3:27])[C@H:8]3[CH2:9][CH2:10][C@@H:11]2[C@H:12]([CH3:18])[CH2:13][CH2:14][C:15]([O:17][CH3:31])=[O:16])[CH2:3]1. (7) Given the reactants [F:1][CH:2]([F:33])[O:3][C:4]1[C:13]2[C:8](=[C:9]([F:20])[CH:10]=[CH:11][C:12]=2[O:14][CH2:15][C:16]([O:18][CH3:19])=[O:17])[N:7]=[C:6]([CH2:21][CH3:22])[C:5]=1[CH2:23][C:24]1[CH:29]=[CH:28][C:27](B(O)O)=[CH:26][CH:25]=1.[CH:34]1([C:37]2[CH:38]=[N:39][NH:40][CH:41]=2)[CH2:36][CH2:35]1.N1C=CC=CC=1, predict the reaction product. The product is: [CH3:19][O:18][C:16](=[O:17])[CH2:15][O:14][C:12]1[CH:11]=[CH:10][C:9]([F:20])=[C:8]2[C:13]=1[C:4]([O:3][CH:2]([F:33])[F:1])=[C:5]([CH2:23][C:24]1[CH:29]=[CH:28][C:27]([N:39]3[CH:38]=[C:37]([CH:34]4[CH2:36][CH2:35]4)[CH:41]=[N:40]3)=[CH:26][CH:25]=1)[C:6]([CH2:21][CH3:22])=[N:7]2. (8) Given the reactants NC1C=CC(S(NC2C=CC=CC=2C)(=O)=O)=CC=1.[CH3:19][O:20][C:21]1[CH:26]=[C:25]([N+:27]([O-])=O)[CH:24]=[CH:23][C:22]=1[S:30]([NH:33][C:34]1[CH:39]=[CH:38][C:37]([O:40][CH3:41])=[CH:36][CH:35]=1)(=[O:32])=[O:31], predict the reaction product. The product is: [NH2:27][C:25]1[CH:24]=[CH:23][C:22]([S:30]([NH:33][C:34]2[CH:39]=[CH:38][C:37]([O:40][CH3:41])=[CH:36][CH:35]=2)(=[O:32])=[O:31])=[C:21]([O:20][CH3:19])[CH:26]=1. (9) The product is: [ClH:24].[ClH:24].[NH:8]1[CH2:13][CH2:12][CH:11]([NH:14][C:15]2[N:16]=[CH:17][C:18]([C:21]([OH:23])=[O:22])=[CH:19][N:20]=2)[CH2:10][CH2:9]1. Given the reactants C(OC([N:8]1[CH2:13][CH2:12][CH:11]([NH:14][C:15]2[N:20]=[CH:19][C:18]([C:21]([OH:23])=[O:22])=[CH:17][N:16]=2)[CH2:10][CH2:9]1)=O)(C)(C)C.[ClH:24], predict the reaction product. (10) Given the reactants CO[C:3](=[O:25])[C:4]1[CH:9]=[CH:8][C:7]([I:10])=[CH:6][C:5]=1[NH:11][S:12]([C:15]1[C:16]2[N:17]=[CH:18][CH:19]=[N:20][C:21]=2[CH:22]=[CH:23][CH:24]=1)(=[O:14])=[O:13].[NH2:26][C:27]1C=[C:35](I)[CH:34]=[CH:33][C:28]=1C(OC)=O.N1C2C=CC=C(S(Cl)(=O)=O)C=2N=CC=1.N1C=CC=CC=1, predict the reaction product. The product is: [I:10][C:7]1[CH:8]=[CH:9][C:4]([C:3]([N:26]2[CH2:27][CH2:28][CH2:33][CH2:34][CH2:35]2)=[O:25])=[C:5]([NH:11][S:12]([C:15]2[C:16]3[N:17]=[CH:18][CH:19]=[N:20][C:21]=3[CH:22]=[CH:23][CH:24]=2)(=[O:14])=[O:13])[CH:6]=1.